Dataset: NCI-60 drug combinations with 297,098 pairs across 59 cell lines. Task: Regression. Given two drug SMILES strings and cell line genomic features, predict the synergy score measuring deviation from expected non-interaction effect. (1) Drug 1: C#CCC(CC1=CN=C2C(=N1)C(=NC(=N2)N)N)C3=CC=C(C=C3)C(=O)NC(CCC(=O)O)C(=O)O. Drug 2: COCCOC1=C(C=C2C(=C1)C(=NC=N2)NC3=CC=CC(=C3)C#C)OCCOC.Cl. Cell line: LOX IMVI. Synergy scores: CSS=-8.71, Synergy_ZIP=3.39, Synergy_Bliss=-0.276, Synergy_Loewe=-3.22, Synergy_HSA=-4.41. (2) Drug 1: C1CCN(CC1)CCOC2=CC=C(C=C2)C(=O)C3=C(SC4=C3C=CC(=C4)O)C5=CC=C(C=C5)O. Drug 2: C1=CC=C(C=C1)NC(=O)CCCCCCC(=O)NO. Cell line: MOLT-4. Synergy scores: CSS=34.7, Synergy_ZIP=-9.65, Synergy_Bliss=-12.7, Synergy_Loewe=-9.01, Synergy_HSA=-10.8.